This data is from Forward reaction prediction with 1.9M reactions from USPTO patents (1976-2016). The task is: Predict the product of the given reaction. The product is: [CH2:1]([N:5]1[CH2:10][CH2:9][N:8]([CH:11]([C:16]2[CH:21]=[CH:20][CH:19]=[CH:18][CH:17]=2)[C:12]([OH:14])=[O:13])[C:7](=[O:22])[C:6]1=[O:23])[CH2:2][CH2:3][CH3:4]. Given the reactants [CH2:1]([N:5]1[CH2:10][CH2:9][N:8]([CH:11]([C:16]2[CH:21]=[CH:20][CH:19]=[CH:18][CH:17]=2)[C:12]([O:14]C)=[O:13])[C:7](=[O:22])[C:6]1=[O:23])[CH2:2][CH2:3][CH3:4].[Li+].[OH-].Cl, predict the reaction product.